Dataset: Catalyst prediction with 721,799 reactions and 888 catalyst types from USPTO. Task: Predict which catalyst facilitates the given reaction. Reactant: [Br:1][C:2]1[C:7]([I:8])=[CH:6][CH:5]=[CH:4][C:3]=1[F:9].[Li+].CC([N-]C(C)C)C.CN([CH:21]=[O:22])C.[Cl-].[NH4+]. Product: [Br:1][C:2]1[C:3]([F:9])=[C:4]([CH:5]=[CH:6][C:7]=1[I:8])[CH:21]=[O:22]. The catalyst class is: 1.